From a dataset of Reaction yield outcomes from USPTO patents with 853,638 reactions. Predict the reaction yield, written as a fraction of the theoretical maximum amount of product (1.0 means a 100% yield; for example, 0.34 means a 34% yield). (1) The reactants are [NH2:1][C:2]1[CH:3]=[C:4]([C:9]2[CH:10]=[CH:11][C:12]3[O:18][CH2:17][CH2:16][N:15]([C:19]([O:21][C:22]([CH3:25])([CH3:24])[CH3:23])=[O:20])[CH2:14][C:13]=3[CH:26]=2)[CH:5]=[N:6][C:7]=1[NH2:8].[CH3:27][O:28][C:29]([NH:31][C:32](=NC(OC)=O)SC)=[O:30]. The catalyst is C(O)(=O)C. The product is [CH3:27][O:28][C:29]([NH:31][C:32]1[NH:1][C:2]2[C:7]([N:8]=1)=[N:6][CH:5]=[C:4]([C:9]1[CH:10]=[CH:11][C:12]3[O:18][CH2:17][CH2:16][N:15]([C:19]([O:21][C:22]([CH3:23])([CH3:25])[CH3:24])=[O:20])[CH2:14][C:13]=3[CH:26]=1)[CH:3]=2)=[O:30]. The yield is 0.830. (2) The reactants are [CH3:1][NH:2][CH3:3].[Br:4][C:5]1[CH:6]=[C:7]2[C:13]([S:14](Cl)(=[O:16])=[O:15])=[CH:12][NH:11][C:8]2=[N:9][CH:10]=1. The catalyst is C(Cl)Cl. The product is [Br:4][C:5]1[CH:6]=[C:7]2[C:13]([S:14]([N:2]([CH3:3])[CH3:1])(=[O:16])=[O:15])=[CH:12][NH:11][C:8]2=[N:9][CH:10]=1. The yield is 0.993. (3) The reactants are [C:1]([O:5][C@@H:6]([CH:16]=[CH2:17])[CH2:7][O:8][CH2:9][C:10]1[CH:15]=[CH:14][CH:13]=[CH:12][CH:11]=1)(=[O:4])C=C. The catalyst is C(Cl)Cl.Cl[Ru](=C1N(C2C(C)=CC(C)=CC=2C)CCN1C1C(C)=CC(C)=CC=1C)(Cl)(=CC1C=CC=CC=1)[P](C1CCCCC1)(C1CCCCC1)C1CCCCC1. The product is [CH2:9]([O:8][CH2:7][C@H:6]1[O:5][C:1](=[O:4])[CH:17]=[CH:16]1)[C:10]1[CH:11]=[CH:12][CH:13]=[CH:14][CH:15]=1. The yield is 0.980. (4) The reactants are [F:1][C:2]1[CH:3]=[C:4]2[C:12](=[CH:13][CH:14]=1)[N:11]([CH2:15][CH2:16][CH2:17][CH2:18][CH2:19][CH2:20][C:21]([O:23][CH2:24][CH3:25])=[O:22])[C:10]1[CH2:9][CH2:8][C:7](=[CH2:26])[C:6](=[O:27])[C:5]2=1.[NH:28]1[CH2:33][CH2:32][O:31][CH2:30][CH2:29]1. The catalyst is C1(C)C=CC=CC=1. The product is [F:1][C:2]1[CH:3]=[C:4]2[C:12](=[CH:13][CH:14]=1)[N:11]([CH2:15][CH2:16][CH2:17][CH2:18][CH2:19][CH2:20][C:21]([O:23][CH2:24][CH3:25])=[O:22])[C:10]1[CH2:9][CH2:8][CH:7]([CH2:26][N:28]3[CH2:33][CH2:32][O:31][CH2:30][CH2:29]3)[C:6](=[O:27])[C:5]2=1. The yield is 0.580. (5) The reactants are C[O:2][C:3]1[CH:8]=[C:7]([O:9][C:10]([F:13])([F:12])[F:11])[CH:6]=[CH:5][C:4]=1[C:14](=[O:16])[CH3:15].B(Cl)(Cl)Cl. The catalyst is C(Cl)Cl. The product is [OH:2][C:3]1[CH:8]=[C:7]([O:9][C:10]([F:11])([F:12])[F:13])[CH:6]=[CH:5][C:4]=1[C:14](=[O:16])[CH3:15]. The yield is 0.970. (6) The reactants are Br[CH2:2][C:3]([C:5]1[C:10]([CH3:11])=[CH:9][C:8]([O:12][C:13]2[CH:18]=[N:17][C:16]([O:19][CH3:20])=[CH:15][N:14]=2)=[CH:7][C:6]=1[CH3:21])=O.[NH2:22][C:23]([NH2:25])=[S:24]. The catalyst is CCO. The product is [CH3:20][O:19][C:16]1[N:17]=[CH:18][C:13]([O:12][C:8]2[CH:9]=[C:10]([CH3:11])[C:5]([C:3]3[N:22]=[C:23]([NH2:25])[S:24][CH:2]=3)=[C:6]([CH3:21])[CH:7]=2)=[N:14][CH:15]=1. The yield is 0.160. (7) The reactants are [H-].[Na+].[NH2:3][C:4]1[CH:13]=[CH:12][C:11]2[C:10]([OH:14])=[CH:9][CH:8]=[CH:7][C:6]=2[CH:5]=1.Br[CH2:16][C:17]1[S:18][C:19]2[CH:25]=[CH:24][CH:23]=[CH:22][C:20]=2[N:21]=1. The catalyst is CN(C)C=O.C(OC(=O)C)C. The product is [NH2:3][C:4]1[CH:13]=[CH:12][C:11]2[C:6](=[CH:7][CH:8]=[CH:9][C:10]=2[O:14][CH2:16][C:17]2[S:18][C:19]3[CH:25]=[CH:24][CH:23]=[CH:22][C:20]=3[N:21]=2)[CH:5]=1. The yield is 0.150.